Predict the reaction yield, written as a fraction of the theoretical maximum amount of product (1.0 means a 100% yield; for example, 0.34 means a 34% yield). From a dataset of Reaction yield outcomes from USPTO patents with 853,638 reactions. (1) The reactants are [F:1][C:2]1[CH:3]=[C:4]([C@@H:8]2[NH:12][CH2:11][C@H:10]([OH:13])[CH2:9]2)[CH:5]=[CH:6][CH:7]=1.[C:14](O[C:14]([O:16][C:17]([CH3:20])([CH3:19])[CH3:18])=[O:15])([O:16][C:17]([CH3:20])([CH3:19])[CH3:18])=[O:15].C(Cl)Cl. The catalyst is CN(C1C=CN=CC=1)C.C1COCC1. The product is [F:1][C:2]1[CH:3]=[C:4]([C@H:8]2[CH2:9][C@@H:10]([OH:13])[CH2:11][N:12]2[C:14]([O:16][C:17]([CH3:20])([CH3:19])[CH3:18])=[O:15])[CH:5]=[CH:6][CH:7]=1. The yield is 0.760. (2) The reactants are CS([O:5][CH:6]1[CH2:9][N:8]([C:10]([C:12]2[O:13][C:14]([C:17]3[CH:22]=[CH:21][CH:20]=[CH:19][CH:18]=3)=[N:15][N:16]=2)=[O:11])[CH2:7]1)(=O)=O.O[C:24]1[CH:31]=[CH:30][C:27]([CH:28]=[O:29])=[CH:26][C:25]=1[CH3:32]. No catalyst specified. The product is [CH3:32][C:25]1[CH:26]=[C:27]([CH:30]=[CH:31][C:24]=1[O:5][CH:6]1[CH2:9][N:8]([C:10]([C:12]2[O:13][C:14]([C:17]3[CH:22]=[CH:21][CH:20]=[CH:19][CH:18]=3)=[N:15][N:16]=2)=[O:11])[CH2:7]1)[CH:28]=[O:29]. The yield is 0.280. (3) The reactants are [CH:1]1([CH2:7][CH2:8][CH2:9][OH:10])[CH2:6][CH2:5][CH2:4][CH2:3][CH2:2]1.[H-].[Na+].Cl[C:14]1[N:18]([C:19]2[CH:24]=[CH:23][C:22]([N+:25]([O-:27])=[O:26])=[CH:21][CH:20]=2)[N:17]=[N:16][N:15]=1. The catalyst is O1CCCC1. The product is [CH:1]1([CH2:7][CH2:8][CH2:9][O:10][C:14]2[N:18]([C:19]3[CH:20]=[CH:21][C:22]([N+:25]([O-:27])=[O:26])=[CH:23][CH:24]=3)[N:17]=[N:16][N:15]=2)[CH2:6][CH2:5][CH2:4][CH2:3][CH2:2]1. The yield is 0.640. (4) The reactants are [Cl:1][C:2]1[N:10]=[C:9]2[C:5]([N:6]=[CH:7][N:8]2[CH3:11])=[C:4](Cl)[N:3]=1.[NH2:13][C:14]1[CH:19]=[CH:18][CH:17]=[CH:16][CH:15]=1.C(N(CC)CC)C. The catalyst is CCCCO. The product is [Cl:1][C:2]1[N:10]=[C:9]2[C:5]([N:6]=[CH:7][N:8]2[CH3:11])=[C:4]([NH:13][C:14]2[CH:19]=[CH:18][CH:17]=[CH:16][CH:15]=2)[N:3]=1. The yield is 0.650. (5) The reactants are [NH2:1][C:2]1[CH:11]=[CH:10][C:5]([C:6]([O:8][CH3:9])=[O:7])=[CH:4][CH:3]=1.[Cl:12][C:13]1[CH:18]=[C:17]([Cl:19])[CH:16]=[CH:15][C:14]=1[S:20](Cl)(=[O:22])=[O:21].[Cl-].[NH4+]. The catalyst is C(Cl)Cl.N1C=CC=CC=1. The product is [Cl:12][C:13]1[CH:18]=[C:17]([Cl:19])[CH:16]=[CH:15][C:14]=1[S:20]([NH:1][C:2]1[CH:3]=[CH:4][C:5]([C:6]([O:8][CH3:9])=[O:7])=[CH:10][CH:11]=1)(=[O:22])=[O:21]. The yield is 0.900. (6) The reactants are [CH3:1][O:2][C:3]1[CH:4]=[C:5]2[C:10](=[CH:11][CH:12]=1)[C:9](O)=[N:8][CH:7]=[C:6]2[N:14]1[CH2:19][CH2:18][NH:17][CH2:16][CH2:15]1.[CH3:20][S:21](Cl)(=[O:23])=[O:22].P(Cl)(Cl)([Cl:27])=O. No catalyst specified. The product is [Cl:27][C:9]1[C:10]2[C:5](=[CH:4][C:3]([O:2][CH3:1])=[CH:12][CH:11]=2)[C:6]([N:14]2[CH2:19][CH2:18][N:17]([S:21]([CH3:20])(=[O:23])=[O:22])[CH2:16][CH2:15]2)=[CH:7][N:8]=1. The yield is 0.197.